Predict the reaction yield, written as a fraction of the theoretical maximum amount of product (1.0 means a 100% yield; for example, 0.34 means a 34% yield). From a dataset of Reaction yield outcomes from USPTO patents with 853,638 reactions. (1) The reactants are [S:1]1(=[O:11])(=[O:10])[C:5]2[CH:6]=[CH:7][CH:8]=[CH:9][C:4]=2[CH:3]=[N:2]1.C(=O)([O-])[O-].[K+].[K+].[CH2:18]([C:22]1[N:26]([C:27]2[CH:32]=[CH:31][CH:30]=[CH:29][CH:28]=2)[N:25]=[C:24]([CH2:33]Br)[CH:23]=1)[CH:19]([CH3:21])[CH3:20]. The catalyst is CN(C)C=O.C(Cl)Cl. The product is [CH2:18]([C:22]1[N:26]([C:27]2[CH:32]=[CH:31][CH:30]=[CH:29][CH:28]=2)[N:25]=[C:24]([CH2:33][N:2]2[CH2:3][C:4]3[CH:9]=[CH:8][CH:7]=[CH:6][C:5]=3[S:1]2(=[O:10])=[O:11])[CH:23]=1)[CH:19]([CH3:21])[CH3:20]. The yield is 0.855. (2) The reactants are [Cl:1][CH2:2][CH2:3][CH2:4][C:5]([C:7]1[CH:12]=[CH:11][C:10]([CH:13]([CH3:15])[CH3:14])=[CH:9][CH:8]=1)=[O:6].[Br:16]([O-])(=O)=O.[Na+].[Br-].[Na+]. The catalyst is C(Cl)Cl.O.S(S([O-])(=O)=O)([O-])(=O)=O.[Na+].[Na+]. The product is [Br:16][C:13]([C:10]1[CH:9]=[CH:8][C:7]([C:5](=[O:6])[CH2:4][CH2:3][CH2:2][Cl:1])=[CH:12][CH:11]=1)([CH3:15])[CH3:14]. The yield is 0.990. (3) The catalyst is CCCCO. The reactants are Cl[C:2]1[N:7]=[CH:6][N:5]=[C:4]([NH2:8])[C:3]=1[C:9]1[N:10]=[N:11][N:12]([CH3:14])[N:13]=1.[NH2:15][C@H:16]([C:19]1[N:28]([CH:29]2[CH2:31][CH2:30]2)[C:27](=[O:32])[C:26]2[C:21](=[CH:22][CH:23]=[CH:24][C:25]=2[Cl:33])[N:20]=1)[CH2:17][CH3:18].CCN(C(C)C)C(C)C.CCOC(C)=O. The product is [NH2:8][C:4]1[N:5]=[CH:6][N:7]=[C:2]([NH:15][C@H:16]([C:19]2[N:28]([CH:29]3[CH2:30][CH2:31]3)[C:27](=[O:32])[C:26]3[C:21](=[CH:22][CH:23]=[CH:24][C:25]=3[Cl:33])[N:20]=2)[CH2:17][CH3:18])[C:3]=1[C:9]1[N:10]=[N:11][N:12]([CH3:14])[N:13]=1. The yield is 0.588. (4) The product is [N+:11]([C:8]1[C:9]2[N:10]=[CH:16][CH:14]=[N:1][C:2]=2[C:3]([C:4]#[N:5])=[CH:6][CH:7]=1)([O-:13])=[O:12]. The reactants are [NH2:1][C:2]1[C:9]([NH2:10])=[C:8]([N+:11]([O-:13])=[O:12])[CH:7]=[CH:6][C:3]=1[C:4]#[N:5].[CH:14]([CH:16]=O)=O.O.[OH-].[NH4+]. The yield is 0.700. The catalyst is C(O)(=O)C. (5) The reactants are Br[C:2]1[CH:3]=[C:4]2[C:9](=[O:10])[N:8]3[CH2:11][CH2:12][NH:13][C:7]3([C:14]3[CH:19]=[CH:18][C:17]([O:20][CH3:21])=[CH:16][CH:15]=3)[CH2:6][N:5]2[CH:22]=1.[CH3:23][N:24](C=O)C. The catalyst is [C-]#N.[Zn+2].[C-]#N. The product is [CH3:21][O:20][C:17]1[CH:18]=[CH:19][C:14]([C:7]23[NH:13][CH2:12][CH2:11][N:8]2[C:9](=[O:10])[C:4]2[N:5]([CH:22]=[C:2]([C:23]#[N:24])[CH:3]=2)[CH2:6]3)=[CH:15][CH:16]=1. The yield is 0.580. (6) The reactants are [Si](C=[N+]=[N-])(C)(C)[CH3:2].[CH2:8]([C@H:15]([C:42]([NH:44][C@H:45]1[CH2:51][CH2:50][S:49][C@H:48]2[CH2:52][CH2:53][CH2:54][C@@H:55]([C:56]([O:58][CH3:59])=[O:57])[N:47]2[C:46]1=[O:60])=[O:43])[CH2:16][CH2:17][C@@H:18]([C:23](=[O:41])[NH:24][C@H:25]1[CH2:31][CH2:30][S:29][C@H:28]2[CH2:32][CH2:33][CH2:34][C@@H:35]([C:36]([O:38][CH3:39])=[O:37])[N:27]2[C:26]1=[O:40])[CH2:19][C:20]([OH:22])=[O:21])[C:9]1[CH:14]=[CH:13][CH:12]=[CH:11][CH:10]=1. The catalyst is C(Cl)Cl.CO. The product is [CH2:8]([C@H:15]([C:42]([NH:44][C@H:45]1[CH2:51][CH2:50][S:49][C@H:48]2[CH2:52][CH2:53][CH2:54][C@@H:55]([C:56]([O:58][CH3:59])=[O:57])[N:47]2[C:46]1=[O:60])=[O:43])[CH2:16][CH2:17][C@H:18]([CH2:19][C:20]([O:22][CH3:2])=[O:21])[C:23]([NH:24][C@H:25]1[CH2:31][CH2:30][S:29][C@H:28]2[CH2:32][CH2:33][CH2:34][C@@H:35]([C:36]([O:38][CH3:39])=[O:37])[N:27]2[C:26]1=[O:40])=[O:41])[C:9]1[CH:14]=[CH:13][CH:12]=[CH:11][CH:10]=1. The yield is 0.910. (7) The reactants are [C:1]1([C:7]2[O:8][C:9]3[CH:15]=[CH:14][C:13]([C:16]([OH:18])=O)=[CH:12][C:10]=3[CH:11]=2)[CH:6]=[CH:5][CH:4]=[CH:3][CH:2]=1.[C:19]1([S:29]([NH2:32])(=[O:31])=[O:30])[C:20]([S:25]([NH2:28])(=[O:27])=[O:26])=[CH:21][CH:22]=[CH:23][CH:24]=1.C(Cl)CCl. The catalyst is CN(C1C=CN=CC=1)C. The product is [C:1]1([C:7]2[O:8][C:9]3[CH:15]=[CH:14][C:13]([C:16]([NH:32][S:29]([C:19]4[CH:24]=[CH:23][CH:22]=[CH:21][C:20]=4[S:25](=[O:27])(=[O:26])[NH2:28])(=[O:31])=[O:30])=[O:18])=[CH:12][C:10]=3[CH:11]=2)[CH:2]=[CH:3][CH:4]=[CH:5][CH:6]=1. The yield is 0.160. (8) The reactants are [CH3:1][N:2]1[CH2:7][CH2:6][N:5]([C:8]([O:10][C@@H:11]2[N:20]([C:21]3[CH:26]=[CH:25][C:24]([Cl:27])=[CH:23][N:22]=3)[C:18](=[O:19])[C:17]3[C:12]2=[N:13][CH:14]=[CH:15][N:16]=3)=[O:9])[CH2:4][CH2:3]1.C([O-])(=O)[C@@H](CC([O-])=O)O.O.C([O-])([O-])=O.[K+].[K+]. The product is [CH3:1][N:2]1[CH2:7][CH2:6][N:5]([C:8]([O:10][C@@H:11]2[N:20]([C:21]3[CH:26]=[CH:25][C:24]([Cl:27])=[CH:23][N:22]=3)[C:18](=[O:19])[C:17]3[C:12]2=[N:13][CH:14]=[CH:15][N:16]=3)=[O:9])[CH2:4][CH2:3]1. The catalyst is CCOC(C)=O. The yield is 0.862. (9) The reactants are [CH:1]1([NH:4][C:5]2(N)[N:13]=[C:12]([C:14]([F:17])([F:16])[F:15])[N:11]=[C:10]3[C:6]2=[N:7][CH:8]=[N:9]3)[CH2:3][CH2:2]1.[CH3:19][O:20][C:21]1[CH:22]=[C:23](B(O)O)[CH:24]=[CH:25][C:26]=1[O:27][CH3:28].C(N(CC)CC)C.C(#N)C. The catalyst is C([O-])(=O)C.[Cu+2].C([O-])(=O)C.C(OCC)(=O)C. The product is [CH:1]1([NH:4][C:5]2[N:13]=[C:12]([C:14]([F:17])([F:15])[F:16])[N:11]=[C:10]3[C:6]=2[N:7]=[CH:8][N:9]3[C:24]2[CH:23]=[CH:22][C:21]([O:20][CH3:19])=[C:26]([O:27][CH3:28])[CH:25]=2)[CH2:3][CH2:2]1. The yield is 0.100.